From a dataset of Peptide-MHC class I binding affinity with 185,985 pairs from IEDB/IMGT. Regression. Given a peptide amino acid sequence and an MHC pseudo amino acid sequence, predict their binding affinity value. This is MHC class I binding data. The peptide sequence is RDYRTISPR. The MHC is HLA-B15:01 with pseudo-sequence HLA-B15:01. The binding affinity (normalized) is 0.0847.